From a dataset of Forward reaction prediction with 1.9M reactions from USPTO patents (1976-2016). Predict the product of the given reaction. (1) The product is: [CH2:14]([O:13][C@@H:12]1[C@H:19]([OH:20])[C@@H:21]([CH2:23][OH:24])[O:22][C@H:11]1[N:8]1[C:9]2[N:10]=[C:2]([NH2:1])[NH:3][C:4](=[O:28])[C:5]=2[N:6]=[CH:7]1)[CH2:15][CH2:16][CH2:17][CH3:18]. Given the reactants [NH2:1][C:2]1[N:10]=[C:9]2[C:5]([N:6]=[CH:7][N:8]2[C@@H:11]2[O:22][C@H:21]([CH2:23][OH:24])[C@@H:19]([OH:20])[C@H:12]2[O:13][CH2:14][CH2:15][CH2:16][CH2:17][CH3:18])=[C:4](N)[N:3]=1.[C@@H]1(N2C3N=CN=C(N)C=3N=C2)O[C@H](CO)[C@@H](O)[C@H]1[OH:28], predict the reaction product. (2) Given the reactants [Cl:1][C:2]1[CH:3]=[CH:4][C:5]([O:24][CH3:25])=[C:6]([S:8]([N:11]2[C:15]3[CH:16]=[C:17]([C:21](O)=[O:22])[CH:18]=[C:19]([F:20])[C:14]=3[O:13][CH2:12]2)(=[O:10])=[O:9])[CH:7]=1.[NH2:26][C:27]1[CH:37]=[CH:36][C:30]([C:31]([O:33][CH2:34][CH3:35])=[O:32])=[CH:29][CH:28]=1, predict the reaction product. The product is: [CH2:34]([O:33][C:31](=[O:32])[C:30]1[CH:29]=[CH:28][C:27]([NH:26][C:21]([C:17]2[CH:18]=[C:19]([F:20])[C:14]3[O:13][CH2:12][N:11]([S:8]([C:6]4[CH:7]=[C:2]([Cl:1])[CH:3]=[CH:4][C:5]=4[O:24][CH3:25])(=[O:10])=[O:9])[C:15]=3[CH:16]=2)=[O:22])=[CH:37][CH:36]=1)[CH3:35].